Dataset: Full USPTO retrosynthesis dataset with 1.9M reactions from patents (1976-2016). Task: Predict the reactants needed to synthesize the given product. Given the product [CH3:27][O:26][C:21]1[CH:22]=[CH:23][CH:24]=[CH:25][C:20]=1[C:19]1[C:13]2[C:14](=[N:15][CH:16]=[C:11]([C:9]3[CH:8]=[N:7][CH:6]=[C:5]([CH:10]=3)[C:4]([OH:36])=[O:3])[CH:12]=2)[NH:17][N:18]=1, predict the reactants needed to synthesize it. The reactants are: C([O:3][C:4](=[O:36])[C:5]1[CH:10]=[C:9]([C:11]2[CH:12]=[C:13]3[C:19]([C:20]4[CH:25]=[CH:24][CH:23]=[CH:22][C:21]=4[O:26][CH3:27])=[N:18][N:17](COCC[Si](C)(C)C)[C:14]3=[N:15][CH:16]=2)[CH:8]=[N:7][CH:6]=1)C.[F-].C([N+](CCCC)(CCCC)CCCC)CCC.